Dataset: Choline transporter screen with 302,306 compounds. Task: Binary Classification. Given a drug SMILES string, predict its activity (active/inactive) in a high-throughput screening assay against a specified biological target. The compound is O=C(N(CC)CC)C1CCCN(C1)Cc1ccccc1. The result is 0 (inactive).